This data is from Reaction yield outcomes from USPTO patents with 853,638 reactions. The task is: Predict the reaction yield, written as a fraction of the theoretical maximum amount of product (1.0 means a 100% yield; for example, 0.34 means a 34% yield). (1) The reactants are [F:1][C:2]1[CH:7]=[CH:6][C:5]([C:8]2([CH2:14][CH2:15][C:16]3[O:20][N:19]=[C:18]4[C:21]5[C:26]([CH2:27][CH2:28][C:17]=34)=[CH:25][C:24]([CH:29]=O)=[CH:23][CH:22]=5)[CH2:13][CH2:12][CH2:11][CH2:10][CH2:9]2)=[CH:4][CH:3]=1.[NH:31]1[CH2:34][CH:33]([C:35]([OH:37])=[O:36])[CH2:32]1.C([BH3-])#N.[Na+]. The catalyst is CO.ClC(Cl)C.C(O)(=O)C. The product is [F:1][C:2]1[CH:7]=[CH:6][C:5]([C:8]2([CH2:14][CH2:15][C:16]3[O:20][N:19]=[C:18]4[C:21]5[C:26]([CH2:27][CH2:28][C:17]=34)=[CH:25][C:24]([CH2:29][N:31]3[CH2:34][CH:33]([C:35]([OH:37])=[O:36])[CH2:32]3)=[CH:23][CH:22]=5)[CH2:13][CH2:12][CH2:11][CH2:10][CH2:9]2)=[CH:4][CH:3]=1. The yield is 0.0414. (2) The reactants are [I:1][C:2]1[CH:10]=[CH:9][C:8]([S:11]([CH3:14])(=[O:13])=[O:12])=[CH:7][C:3]=1[C:4]([OH:6])=[O:5].[CH:15]1N=CN(C(N2C=NC=C2)=O)C=1.CO. The catalyst is C1COCC1. The product is [CH3:15][O:5][C:4](=[O:6])[C:3]1[CH:7]=[C:8]([S:11]([CH3:14])(=[O:13])=[O:12])[CH:9]=[CH:10][C:2]=1[I:1]. The yield is 0.860. (3) The reactants are C[N+]1([O-])CC[O:5]CC1.[CH3:9][C:10]([CH3:12])=[O:11].[CH3:13][C:14]1(C)[O:40][C:18]2[CH:19]=[CH:20][C:21]3[C:34](=[O:35])[C@@H:33]4[C@@H:24]([CH2:25][O:26][C:27]5[C:32]4=[CH:31][C:30]([O:36][CH3:37])=[C:29]([O:38][CH3:39])[CH:28]=5)[O:23][C:22]=3C=2C=[CH:15]1.S([O-])([O-])=O. The yield is 0.470. The catalyst is O=[Os](=O)(=O)=O.O. The product is [OH:11][CH:10]1[C:12]2[C:22]3[O:23][C@@H:24]4[CH2:25][O:26][C:27]5[C:32]([C@@H:33]4[C:34](=[O:35])[C:21]=3[CH:20]=[CH:19][C:18]=2[O:40][C:14]([CH3:15])([CH3:13])[CH:9]1[OH:5])=[CH:31][C:30]([O:36][CH3:37])=[C:29]([O:38][CH3:39])[CH:28]=5. (4) The reactants are COC1C=C(OC)C=CC=1C[NH:6][C:7]1[S:11][N:10]=[CH:9][N:8]=1.C[Si]([N-][Si](C)(C)C)(C)C.[Li+].[CH3:28][O:29][C:30]1[CH:35]=[C:34]([C:36]([F:39])([F:38])[F:37])[CH:33]=[CH:32][C:31]=1[C:40]1[C:49]2[C:44](=[CH:45][C:46]([S:50](OC3C(F)=C(F)C(F)=C(F)C=3F)(=[O:52])=[O:51])=[CH:47][CH:48]=2)[CH:43]=[CH:42][N:41]=1. The catalyst is C1COCC1.[Cl-].[NH4+].C(Cl)Cl.C(O)(C(F)(F)F)=O.CO. The product is [CH3:28][O:29][C:30]1[CH:35]=[C:34]([C:36]([F:37])([F:38])[F:39])[CH:33]=[CH:32][C:31]=1[C:40]1[C:49]2[C:44](=[CH:45][C:46]([S:50]([NH:6][C:7]3[S:11][N:10]=[CH:9][N:8]=3)(=[O:51])=[O:52])=[CH:47][CH:48]=2)[CH:43]=[CH:42][N:41]=1. The yield is 0.670. (5) The reactants are [NH2:1][C:2]1[C:3]([C:17]([NH2:19])=[O:18])=[CH:4][C:5]2[C:13]3[C:8](=[CH:9][CH:10]=[CH:11][CH:12]=3)[N:7]([CH2:14][CH3:15])[C:6]=2[N:16]=1.ClS([N:24]=[C:25]=[O:26])(=O)=O. The catalyst is C(Cl)Cl. The product is [NH2:24][C:25]([NH:1][C:2]1[C:3]([C:17]([NH2:19])=[O:18])=[CH:4][C:5]2[C:13]3[C:8](=[CH:9][CH:10]=[CH:11][CH:12]=3)[N:7]([CH2:14][CH3:15])[C:6]=2[N:16]=1)=[O:26]. The yield is 0.180.